This data is from Forward reaction prediction with 1.9M reactions from USPTO patents (1976-2016). The task is: Predict the product of the given reaction. Given the reactants [CH2:1]([S:3]([C:6]1[CH:7]=[C:8]([C:12]2[CH:20]=[C:19]([C:21]([NH:23][CH:24]3[CH2:29][CH2:28][N:27]([CH3:30])[CH2:26][CH2:25]3)=[O:22])[C:18]([CH3:31])=[C:17]3[C:13]=2[C:14]2[CH:35]=[C:34]([CH3:36])[CH:33]=[N:32][C:15]=2[NH:16]3)[CH:9]=[CH:10][CH:11]=1)(=[O:5])=[O:4])[CH3:2].[CH3:37][S:38]([OH:41])(=[O:40])=[O:39], predict the reaction product. The product is: [CH2:1]([S:3]([C:6]1[CH:7]=[C:8]([C:12]2[CH:20]=[C:19]([C:21]([NH:23][CH:24]3[CH2:25][CH2:26][N:27]([CH3:30])[CH2:28][CH2:29]3)=[O:22])[C:18]([CH3:31])=[C:17]3[C:13]=2[C:14]2[CH:35]=[C:34]([CH3:36])[CH:33]=[N:32][C:15]=2[NH:16]3)[CH:9]=[CH:10][CH:11]=1)(=[O:4])=[O:5])[CH3:2].[CH3:37][S:38]([OH:41])(=[O:40])=[O:39].[CH2:1]([S:3]([C:6]1[CH:7]=[C:8]([C:12]2[CH:20]=[C:19]([C:21]([NH:23][CH:24]3[CH2:25][CH2:26][N:27]([CH3:30])[CH2:28][CH2:29]3)=[O:22])[C:18]([CH3:31])=[C:17]3[C:13]=2[C:14]2[CH:35]=[C:34]([CH3:36])[CH:33]=[N:32][C:15]=2[NH:16]3)[CH:9]=[CH:10][CH:11]=1)(=[O:4])=[O:5])[CH3:2].